This data is from NCI-60 drug combinations with 297,098 pairs across 59 cell lines. The task is: Regression. Given two drug SMILES strings and cell line genomic features, predict the synergy score measuring deviation from expected non-interaction effect. Drug 1: C1=C(C(=O)NC(=O)N1)N(CCCl)CCCl. Drug 2: CN(C(=O)NC(C=O)C(C(C(CO)O)O)O)N=O. Cell line: EKVX. Synergy scores: CSS=1.08, Synergy_ZIP=-4.41, Synergy_Bliss=-7.49, Synergy_Loewe=-7.41, Synergy_HSA=-7.35.